From a dataset of Forward reaction prediction with 1.9M reactions from USPTO patents (1976-2016). Predict the product of the given reaction. (1) Given the reactants [CH2:1]([Li])[CH2:2][CH2:3][CH3:4].[Br:6][C:7]1[CH:15]=[C:14]2[C:10]([CH2:11][C:12](=[O:16])[NH:13]2)=[CH:9][CH:8]=1.CN(C)CCN(C)C.ICCCCI.[Cl-].[NH4+], predict the reaction product. The product is: [Br:6][C:7]1[CH:15]=[C:14]2[C:10]([C:11]3([CH2:4][CH2:3][CH2:2][CH2:1]3)[C:12](=[O:16])[NH:13]2)=[CH:9][CH:8]=1. (2) Given the reactants [C:1]([N:4]1[CH2:9][CH2:8][N:7]([C:10]([C:12]2[CH:17]=[CH:16][C:15]([NH:18][C:19]3[N:24]=[C:23]([C:25]4[CH:30]=[CH:29][C:28]([N+:31]([O-])=O)=[CH:27][CH:26]=4)[CH:22]=[CH:21][N:20]=3)=[CH:14][CH:13]=2)=[O:11])[CH2:6][CH2:5]1)(=[O:3])[CH3:2], predict the reaction product. The product is: [C:1]([N:4]1[CH2:9][CH2:8][N:7]([C:10]([C:12]2[CH:13]=[CH:14][C:15]([NH:18][C:19]3[N:24]=[C:23]([C:25]4[CH:26]=[CH:27][C:28]([NH2:31])=[CH:29][CH:30]=4)[CH:22]=[CH:21][N:20]=3)=[CH:16][CH:17]=2)=[O:11])[CH2:6][CH2:5]1)(=[O:3])[CH3:2]. (3) Given the reactants Br[C:2]1[N:6]2[N:7]=[CH:8][C:9]([C:11]([F:14])([F:13])[F:12])=[N:10][C:5]2=[N:4][CH:3]=1.[Cl:15][C:16]1[CH:17]=[C:18](B(O)O)[CH:19]=[CH:20][CH:21]=1.C([O-])([O-])=O.[Na+].[Na+], predict the reaction product. The product is: [Cl:15][C:16]1[CH:21]=[C:20]([C:2]2[N:6]3[N:7]=[CH:8][C:9]([C:11]([F:14])([F:13])[F:12])=[N:10][C:5]3=[N:4][CH:3]=2)[CH:19]=[CH:18][CH:17]=1. (4) Given the reactants C(NC1N=C2C(N=C(OC)N2CCCCC2CCCO2)=C(N)N=1)CCC.FC(F)(F)C(O)=O.[CH3:34][C@@H:35]([O:39][C:40]1[NH:41][C:42]([NH2:51])=[C:43]2[C:47]([N:48]=1)=[N:46][C:45]([O:49][CH3:50])=[N:44]2)[CH2:36][CH2:37][CH3:38].Br[CH2:53][CH2:54][CH2:55][CH2:56][CH:57]1[CH2:62][CH2:61][CH2:60][CH2:59][O:58]1, predict the reaction product. The product is: [CH3:34][C@@H:35]([O:39][C:40]1[N:48]=[C:47]2[C:43]([N:44]=[C:45]([O:49][CH3:50])[N:46]2[CH2:53][CH2:54][CH2:55][CH2:56][CH:57]2[CH2:62][CH2:61][CH2:60][CH2:59][O:58]2)=[C:42]([NH2:51])[N:41]=1)[CH2:36][CH2:37][CH3:38]. (5) Given the reactants Br[CH2:2][CH2:3][CH2:4][CH2:5][C:6]([NH:8][C@H:9]1[CH2:13][N:12]([CH2:14][C:15]2[CH:20]=[CH:19][CH:18]=[CH:17][CH:16]=2)[CH2:11][C@@H:10]1[NH:21][C:22](=[O:28])[O:23][C:24]([CH3:27])([CH3:26])[CH3:25])=[O:7].[H-].[Na+], predict the reaction product. The product is: [CH2:14]([N:12]1[CH2:13][C@H:9]([N:8]2[CH2:2][CH2:3][CH2:4][CH2:5][C:6]2=[O:7])[C@@H:10]([NH:21][C:22](=[O:28])[O:23][C:24]([CH3:27])([CH3:26])[CH3:25])[CH2:11]1)[C:15]1[CH:20]=[CH:19][CH:18]=[CH:17][CH:16]=1. (6) Given the reactants [CH2:1]([O:3][C:4]([C:6]1[C:7]([O:26][CH2:27][CH3:28])=[N:8][N:9]([C:12]2[CH:17]=[C:16]([S:18][CH2:19][C:20]([F:23])([F:22])[F:21])[C:15]([CH3:24])=[CH:14][C:13]=2[F:25])[C:10]=1N)=[O:5])[CH3:2].N(OC(C)(C)C)=O, predict the reaction product. The product is: [CH2:1]([O:3][C:4]([C:6]1[C:7]([O:26][CH2:27][CH3:28])=[N:8][N:9]([C:12]2[CH:17]=[C:16]([S:18][CH2:19][C:20]([F:23])([F:22])[F:21])[C:15]([CH3:24])=[CH:14][C:13]=2[F:25])[CH:10]=1)=[O:5])[CH3:2].